Task: Regression/Classification. Given a drug SMILES string, predict its absorption, distribution, metabolism, or excretion properties. Task type varies by dataset: regression for continuous measurements (e.g., permeability, clearance, half-life) or binary classification for categorical outcomes (e.g., BBB penetration, CYP inhibition). Dataset: rlm.. Dataset: Rat liver microsome stability data (1) The molecule is CCOc1ccc(-c2cn3c(n2)sc2cc(C(=O)NCCCN(CC)CC)ccc23)cc1. The result is 0 (unstable in rat liver microsomes). (2) The drug is CCCc1cnc2c(C(F)(F)F)cccc2c1-c1cccc(-c2cccc(S(C)(=O)=O)c2)c1. The result is 0 (unstable in rat liver microsomes). (3) The molecule is CC(C)(C#Cc1ccc(NC(=O)CSc2nnnn2-c2ccc(C3CC3)cc2Cl)c(Cl)c1)C(=O)NS(C)(=O)=O. The result is 0 (unstable in rat liver microsomes). (4) The result is 1 (stable in rat liver microsomes). The molecule is C[C@@H](c1ccc(-c2ccc(F)cc2F)cc1)N1CC[C@](CCO)(c2ccccc2)OC1=O. (5) The drug is CCC(F)(F)C(=O)N1CCC(O[C@H]2CC[C@H](Oc3cnc(S(C)(=O)=O)cn3)CC2)CC1. The result is 0 (unstable in rat liver microsomes). (6) The compound is CC(C)(C)c1[nH]cnc1C=c1[nH]c(=O)c(=Cc2ccccc2)[nH]c1=O. The result is 0 (unstable in rat liver microsomes).